Dataset: NCI-60 drug combinations with 297,098 pairs across 59 cell lines. Task: Regression. Given two drug SMILES strings and cell line genomic features, predict the synergy score measuring deviation from expected non-interaction effect. Drug 1: CN1CCC(CC1)COC2=C(C=C3C(=C2)N=CN=C3NC4=C(C=C(C=C4)Br)F)OC. Drug 2: C1CC(=O)NC(=O)C1N2C(=O)C3=CC=CC=C3C2=O. Cell line: IGROV1. Synergy scores: CSS=45.3, Synergy_ZIP=2.39, Synergy_Bliss=3.04, Synergy_Loewe=-16.0, Synergy_HSA=2.82.